This data is from NCI-60 drug combinations with 297,098 pairs across 59 cell lines. The task is: Regression. Given two drug SMILES strings and cell line genomic features, predict the synergy score measuring deviation from expected non-interaction effect. (1) Drug 1: CCCCC(=O)OCC(=O)C1(CC(C2=C(C1)C(=C3C(=C2O)C(=O)C4=C(C3=O)C=CC=C4OC)O)OC5CC(C(C(O5)C)O)NC(=O)C(F)(F)F)O. Drug 2: COC1=C2C(=CC3=C1OC=C3)C=CC(=O)O2. Cell line: MDA-MB-231. Synergy scores: CSS=46.1, Synergy_ZIP=7.39, Synergy_Bliss=9.22, Synergy_Loewe=-14.0, Synergy_HSA=5.60. (2) Drug 1: C1=C(C(=O)NC(=O)N1)F. Drug 2: CC1=C2C(C(=O)C3(C(CC4C(C3C(C(C2(C)C)(CC1OC(=O)C(C(C5=CC=CC=C5)NC(=O)OC(C)(C)C)O)O)OC(=O)C6=CC=CC=C6)(CO4)OC(=O)C)O)C)O. Cell line: SF-539. Synergy scores: CSS=56.3, Synergy_ZIP=-13.8, Synergy_Bliss=-17.5, Synergy_Loewe=-12.3, Synergy_HSA=-9.60.